This data is from Peptide-MHC class I binding affinity with 185,985 pairs from IEDB/IMGT. The task is: Regression. Given a peptide amino acid sequence and an MHC pseudo amino acid sequence, predict their binding affinity value. This is MHC class I binding data. (1) The peptide sequence is FTRYRKEAI. The binding affinity (normalized) is 0.0847. The MHC is HLA-A02:16 with pseudo-sequence HLA-A02:16. (2) The peptide sequence is YTGDFDSVL. The MHC is Patr-B0101 with pseudo-sequence Patr-B0101. The binding affinity (normalized) is 0.396.